Dataset: Catalyst prediction with 721,799 reactions and 888 catalyst types from USPTO. Task: Predict which catalyst facilitates the given reaction. Reactant: Cl[C:2]1[N:7]=[C:6]([N:8]([CH2:10][CH3:11])[CH3:9])[C:5]([Cl:12])=[CH:4][N:3]=1.[N+:13]([C:16]1[C:21]([CH3:22])=[CH:20][C:19]([OH:23])=[C:18]([CH3:24])[CH:17]=1)([O-:15])=[O:14].C(=O)([O-])[O-].[K+].[K+].O. Product: [Cl:12][C:5]1[C:6]([N:8]([CH2:10][CH3:11])[CH3:9])=[N:7][C:2]([O:23][C:19]2[CH:20]=[C:21]([CH3:22])[C:16]([N+:13]([O-:15])=[O:14])=[CH:17][C:18]=2[CH3:24])=[N:3][CH:4]=1. The catalyst class is: 3.